From a dataset of Forward reaction prediction with 1.9M reactions from USPTO patents (1976-2016). Predict the product of the given reaction. (1) Given the reactants [CH2:1]([NH:3][C:4]([NH:6][C:7]1[CH:12]=[CH:11][C:10]([C:13]2[N:14]=[C:15]([N:23]3[CH2:28][CH2:27][O:26][CH2:25][CH2:24]3)[C:16]3[CH2:22][CH2:21][NH:20][CH2:19][C:17]=3[N:18]=2)=[CH:9][CH:8]=1)=[O:5])[CH3:2].Cl[C:30]1[CH:35]=[C:34]([CH:36]2[CH2:38][CH2:37]2)[N:33]=[CH:32][N:31]=1.C(N(CC)C(C)C)(C)C.CN(C)C=O, predict the reaction product. The product is: [CH:36]1([C:34]2[N:33]=[CH:32][N:31]=[C:30]([N:20]3[CH2:21][CH2:22][C:16]4[C:15]([N:23]5[CH2:24][CH2:25][O:26][CH2:27][CH2:28]5)=[N:14][C:13]([C:10]5[CH:9]=[CH:8][C:7]([NH:6][C:4]([NH:3][CH2:1][CH3:2])=[O:5])=[CH:12][CH:11]=5)=[N:18][C:17]=4[CH2:19]3)[CH:35]=2)[CH2:38][CH2:37]1. (2) Given the reactants [N:1]1([C:7]([O:9][CH2:10][C:11]2[CH:16]=[CH:15][CH:14]=[CH:13][CH:12]=2)=[O:8])[CH2:6][CH2:5][NH:4][CH2:3][CH2:2]1.[CH:17]1([C:20](O)=[O:21])[CH2:19][CH2:18]1.Cl.C(N=C=NCCCN(C)C)C.ON1C2C=CC=CC=2N=N1.C(N(CC)CC)C, predict the reaction product. The product is: [CH:17]1([C:20]([N:4]2[CH2:5][CH2:6][N:1]([C:7]([O:9][CH2:10][C:11]3[CH:16]=[CH:15][CH:14]=[CH:13][CH:12]=3)=[O:8])[CH2:2][CH2:3]2)=[O:21])[CH2:19][CH2:18]1. (3) The product is: [CH3:1][C@:2]12[C:10]([C:11]3([CH2:14]/[CH:15]=[CH:16]\[C:17]([OH:26])([C:22]([F:23])([F:24])[F:25])[C:18]([F:20])([F:21])[F:19])[CH2:13][CH2:12]3)=[CH:9][CH2:8][C@H:7]1[C@@H:6]([OH:27])[CH2:5][CH2:4][CH2:3]2. Given the reactants [CH3:1][C@:2]12[C:10]([C:11]3([CH2:14][C:15]#[C:16][C:17]([OH:26])([C:22]([F:25])([F:24])[F:23])[C:18]([F:21])([F:20])[F:19])[CH2:13][CH2:12]3)=[CH:9][CH2:8][C@H:7]1[C@@H:6]([OH:27])[CH2:5][CH2:4][CH2:3]2.C(OCC)(=O)C.CCCCCC, predict the reaction product. (4) Given the reactants [Cl:1][C:2]1[CH:7]=[CH:6][C:5]([C:8]2[CH:13]=[CH:12][C:11]([S:14][CH3:15])=[CH:10][CH:9]=2)=[C:4]([CH2:16][C:17]([OH:19])=O)[CH:3]=1.S(Cl)(Cl)=O.[Cl-].[Cl-].[Cl-].[Al+3].C(OCC)(=O)C, predict the reaction product. The product is: [Cl:1][C:2]1[CH:7]=[CH:6][C:5]2[C:8]3[C:9](=[CH:10][C:11]([S:14][CH3:15])=[CH:12][CH:13]=3)[C:17]([OH:19])=[CH:16][C:4]=2[CH:3]=1. (5) Given the reactants [NH2:1][C:2]1[CH:3]=[CH:4][C:5]2[C:6]3[N:14]=[C:13]([C:15]4[CH:20]=[CH:19][CH:18]=[C:17]([C:21]([F:24])([F:23])[F:22])[CH:16]=4)[CH:12]=[C:11]([C:25]([NH2:27])=[O:26])[C:7]=3[NH:8][C:9]=2[CH:10]=1.Cl.Cl[CH2:30][CH2:31][N:32]([CH2:37][CH2:38]Cl)[C:33]([CH3:36])([CH3:35])[CH3:34].C([O-])([O-])=O.[Na+].[Na+], predict the reaction product. The product is: [C:33]([N:32]1[CH2:37][CH2:38][N:1]([C:2]2[CH:3]=[CH:4][C:5]3[C:6]4[N:14]=[C:13]([C:15]5[CH:20]=[CH:19][CH:18]=[C:17]([C:21]([F:24])([F:23])[F:22])[CH:16]=5)[CH:12]=[C:11]([C:25]([NH2:27])=[O:26])[C:7]=4[NH:8][C:9]=3[CH:10]=2)[CH2:30][CH2:31]1)([CH3:36])([CH3:35])[CH3:34]. (6) Given the reactants [CH:1]1(/[CH:6]=[C:7](/B2OC(C)(C)C(C)(C)O2)\[CH2:8][OH:9])[CH2:5][CH2:4][CH2:3][CH2:2]1.[CH3:19][N:20]([CH:22]=[N:23][S:24]([C:27]1[S:28][C:29](Br)=[CH:30][CH:31]=1)(=[O:26])=[O:25])[CH3:21].[F-].[Cs+], predict the reaction product. The product is: [CH3:21][N:20]([CH:22]=[N:23][S:24]([C:27]1[S:28][C:29](/[C:7](/[CH2:8][OH:9])=[CH:6]\[CH:1]2[CH2:2][CH2:3][CH2:4][CH2:5]2)=[CH:30][CH:31]=1)(=[O:26])=[O:25])[CH3:19]. (7) Given the reactants [CH2:1]([CH:4]([CH2:16][CH2:17][CH3:18])[C:5]([NH:7][C@@H:8]([CH2:13][CH:14]=[CH2:15])[C:9]([O:11][CH3:12])=[O:10])=[O:6])[CH2:2][CH3:3].I[CH3:20].[H-].[Na+], predict the reaction product. The product is: [CH3:20][N:7]([C@@H:8]([CH2:13][CH:14]=[CH2:15])[C:9]([O:11][CH3:12])=[O:10])[C:5](=[O:6])[CH:4]([CH2:1][CH2:2][CH3:3])[CH2:16][CH2:17][CH3:18]. (8) Given the reactants [CH3:1][N:2]1[C:10]2[C:5](=[C:6]([CH3:12])[CH:7]=[C:8]([CH3:11])[CH:9]=2)[C:4]([CH:13]=O)=[CH:3]1.[CH3:15][NH:16][CH3:17].C(O[BH-](OC(=O)C)OC(=O)C)(=O)C.[Na+], predict the reaction product. The product is: [CH3:15][N:16]([CH3:17])[CH2:13][C:4]1[C:5]2[C:10](=[CH:9][C:8]([CH3:11])=[CH:7][C:6]=2[CH3:12])[N:2]([CH3:1])[CH:3]=1.